From a dataset of Forward reaction prediction with 1.9M reactions from USPTO patents (1976-2016). Predict the product of the given reaction. Given the reactants [CH2:1]([C@H:4]1[N:9]([S:10]([C:13]2[CH:18]=[CH:17][C:16]([CH3:19])=[CH:15][CH:14]=2)(=[O:12])=[O:11])[CH:8]=[CH:7][NH:6][C:5]1=[O:20])[C:2]#[CH:3].[N:21]([C@@H:24]1[CH2:33][CH2:32][CH2:31][C:30]2[CH:29]=[C:28]([CH:34]=[O:35])[CH:27]=[CH:26][C:25]1=2)=[N+:22]=[N-:23].O=C1O[C@H]([C@H](CO)O)C([O-])=C1O.[Na+], predict the reaction product. The product is: [O:20]=[C:5]1[NH:6][CH:7]=[CH:8][N:9]([S:10]([C:13]2[CH:18]=[CH:17][C:16]([CH3:19])=[CH:15][CH:14]=2)(=[O:12])=[O:11])[C@@H:4]1[CH2:1][C:2]1[N:23]=[N:22][N:21]([C@@H:24]2[CH2:33][CH2:32][CH2:31][C:30]3[CH:29]=[C:28]([CH:34]=[O:35])[CH:27]=[CH:26][C:25]2=3)[CH:3]=1.